This data is from Forward reaction prediction with 1.9M reactions from USPTO patents (1976-2016). The task is: Predict the product of the given reaction. (1) Given the reactants C(OC([N:8]1[CH2:13][CH:12]2[CH2:14][CH:9]1[CH2:10][N:11]2[CH2:15][C:16]1[CH:21]=[CH:20][CH:19]=[C:18]([C:22]2[CH:27]=[CH:26][N:25]=[C:24](Cl)[N:23]=2)[CH:17]=1)=O)(C)(C)C.[NH2:29][CH2:30][CH2:31][C:32]1[CH:37]=[CH:36][C:35]([OH:38])=[C:34]([Cl:39])[CH:33]=1, predict the reaction product. The product is: [Cl:39][C:34]1[CH:33]=[C:32]([CH2:31][CH2:30][NH:29][C:24]2[N:23]=[C:22]([C:18]3[CH:19]=[CH:20][CH:21]=[C:16]([CH2:15][N:11]4[CH2:10][CH:9]5[CH2:14][CH:12]4[CH2:13][NH:8]5)[CH:17]=3)[CH:27]=[CH:26][N:25]=2)[CH:37]=[CH:36][C:35]=1[OH:38]. (2) Given the reactants [CH3:1][C:2]1[O:3][CH:4]=[C:5]([C:7]([OH:9])=O)[N:6]=1.C(Cl)(=O)C([Cl:13])=O, predict the reaction product. The product is: [CH3:1][C:2]1[O:3][CH:4]=[C:5]([C:7]([Cl:13])=[O:9])[N:6]=1.